This data is from Catalyst prediction with 721,799 reactions and 888 catalyst types from USPTO. The task is: Predict which catalyst facilitates the given reaction. (1) Reactant: [Cl:1][C:2]1[C:3](F)=[CH:4][C:5]([F:10])=[C:6]([CH:9]=1)[C:7]#[N:8].[Cl:12][C:13]1[CH:14]=[C:15]([OH:20])[CH:16]=[CH:17][C:18]=1[Cl:19].C(=O)([O-])[O-].[K+].[K+]. Product: [Cl:1][C:2]1[C:3]([O:20][C:15]2[CH:16]=[CH:17][C:18]([Cl:19])=[C:13]([Cl:12])[CH:14]=2)=[CH:4][C:5]([F:10])=[C:6]([CH:9]=1)[C:7]#[N:8]. The catalyst class is: 372. (2) Reactant: [NH2:1][C:2]1[C:11]2[N:12]=[C:13]([CH2:22][CH2:23][CH3:24])[N:14]([CH2:15][CH2:16][CH2:17][CH2:18][NH:19][O:20][CH3:21])[C:10]=2[C:9]2[N:8]=[CH:7][CH:6]=[CH:5][C:4]=2[N:3]=1.C(N(CC)CC)C.[C:32]1([N:38]=[C:39]=[O:40])[CH:37]=[CH:36][CH:35]=[CH:34][CH:33]=1. Product: [NH2:1][C:2]1[C:11]2[N:12]=[C:13]([CH2:22][CH2:23][CH3:24])[N:14]([CH2:15][CH2:16][CH2:17][CH2:18][N:19]([O:20][CH3:21])[C:39]([NH:38][C:32]3[CH:37]=[CH:36][CH:35]=[CH:34][CH:33]=3)=[O:40])[C:10]=2[C:9]2[N:8]=[CH:7][CH:6]=[CH:5][C:4]=2[N:3]=1. The catalyst class is: 503. (3) Reactant: [CH3:1][C@@H:2]1[C:17]2[C:5](=[CH:6][C:7]3[CH2:8][C@H:9]4[N:14]([C:15]=3[N:16]=2)[C@H:13]([CH3:18])[CH2:12][NH:11][CH2:10]4)[CH2:4][O:3]1.[P:19](=[O:23])([OH:22])([OH:21])[OH:20]. Product: [P:19]([OH:23])([OH:22])([OH:21])=[O:20].[CH3:1][C@@H:2]1[C:17]2[C:5](=[CH:6][C:7]3[CH2:8][C@H:9]4[N:14]([C:15]=3[N:16]=2)[C@H:13]([CH3:18])[CH2:12][NH:11][CH2:10]4)[CH2:4][O:3]1. The catalyst class is: 5. (4) Reactant: [OH:1][CH2:2][CH2:3][N:4]1[CH2:9][CH2:8][CH:7]([NH:10]C(=O)OC(C)(C)C)[CH2:6][CH2:5]1.Cl. Product: [NH2:10][CH:7]1[CH2:8][CH2:9][N:4]([CH2:3][CH2:2][OH:1])[CH2:5][CH2:6]1. The catalyst class is: 8. (5) Reactant: [OH:1][C:2]1[CH:3]=[C:4]2[C:8](=[CH:9][CH:10]=1)[N:7]([C:11]([O:13][C:14]([CH3:17])([CH3:16])[CH3:15])=[O:12])[C:6]([C:18]([O:20][CH2:21][CH3:22])=[O:19])=[CH:5]2.[CH3:23][C:24]1([CH3:32])[O:28][C@@H:27]([CH2:29][CH2:30]O)[CH2:26][O:25]1.C1(P(C2C=CC=CC=2)C2C=CC=CC=2)C=CC=CC=1.N(C(OC(C)(C)C)=O)=NC(OC(C)(C)C)=O. Product: [CH3:23][C:24]1([CH3:32])[O:28][C@@H:27]([CH2:29][CH2:30][O:1][C:2]2[CH:3]=[C:4]3[C:8](=[CH:9][CH:10]=2)[N:7]([C:11]([O:13][C:14]([CH3:15])([CH3:16])[CH3:17])=[O:12])[C:6]([C:18]([O:20][CH2:21][CH3:22])=[O:19])=[CH:5]3)[CH2:26][O:25]1. The catalyst class is: 781. (6) Reactant: [CH3:1][C:2]1[C:6]([N+:7]([O-:9])=[O:8])=[CH:5][NH:4][N:3]=1.[H-].[Na+].Br[CH2:13][C:14]([N:16]([CH3:18])[CH3:17])=[O:15]. Product: [CH3:17][N:16]([CH3:18])[C:14](=[O:15])[CH2:13][N:4]1[CH:5]=[C:6]([N+:7]([O-:9])=[O:8])[C:2]([CH3:1])=[N:3]1. The catalyst class is: 3. (7) Reactant: [CH3:1][CH:2]([O:4][C:5]([C:7]1[C:8]([N:13]2[CH2:18][CH2:17][N:16]([CH2:19][C:20]3[CH:25]=[CH:24][C:23]([CH2:26][NH:27][CH2:28][CH3:29])=[CH:22][CH:21]=3)[CH2:15][CH2:14]2)=[N:9][CH:10]=[CH:11][CH:12]=1)=[O:6])[CH3:3].[ClH:30].O1CCOCC1. Product: [ClH:30].[ClH:30].[CH2:28]([NH:27][CH2:26][C:23]1[CH:22]=[CH:21][C:20]([CH2:19][N:16]2[CH2:15][CH2:14][N:13]([C:8]3[C:7]([C:5]([O:4][CH:2]([CH3:1])[CH3:3])=[O:6])=[CH:12][CH:11]=[CH:10][N:9]=3)[CH2:18][CH2:17]2)=[CH:25][CH:24]=1)[CH3:29]. The catalyst class is: 27. (8) Reactant: [OH:1][C:2]1[CH:10]=[C:9]([N+:11]([O-:13])=[O:12])[CH:8]=[CH:7][C:3]=1[C:4](Cl)=[O:5].[CH2:14]([CH:21]1[CH2:26][CH2:25][NH:24][CH2:23][CH2:22]1)[C:15]1[CH:20]=[CH:19][CH:18]=[CH:17][CH:16]=1. Product: [CH2:14]([CH:21]1[CH2:26][CH2:25][N:24]([C:4](=[O:5])[C:3]2[CH:7]=[CH:8][C:9]([N+:11]([O-:13])=[O:12])=[CH:10][C:2]=2[OH:1])[CH2:23][CH2:22]1)[C:15]1[CH:20]=[CH:19][CH:18]=[CH:17][CH:16]=1. The catalyst class is: 49.